This data is from Reaction yield outcomes from USPTO patents with 853,638 reactions. The task is: Predict the reaction yield, written as a fraction of the theoretical maximum amount of product (1.0 means a 100% yield; for example, 0.34 means a 34% yield). The reactants are [CH3:1][S:2]([CH2:5][CH2:6][NH:7][C:8]1[CH:9]=[N:10][CH:11]=[CH:12][C:13]=1[C:14]1[CH:19]=[CH:18][CH:17]=[CH:16][C:15]=1[O:20][C:21]([F:24])([F:23])[F:22])(=[O:4])=[O:3].CCN(C(C)C)C(C)C.FC1C=CC=C(OC)C=1C1C=CN=CC=1N(CC(F)(F)F)[C:50](=[O:65])[C:51]1[CH:56]=[C:55]([C:57]([F:60])([F:59])[F:58])[CH:54]=[C:53]([S:61]([CH3:64])(=[O:63])=[O:62])[CH:52]=1. The product is [CH3:64][S:61]([C:53]1[CH:52]=[C:51]([CH:56]=[C:55]([C:57]([F:58])([F:59])[F:60])[CH:54]=1)[C:50]([N:7]([CH2:6][CH2:5][S:2]([CH3:1])(=[O:4])=[O:3])[C:8]1[CH:9]=[N:10][CH:11]=[CH:12][C:13]=1[C:14]1[CH:19]=[CH:18][CH:17]=[CH:16][C:15]=1[O:20][C:21]([F:23])([F:24])[F:22])=[O:65])(=[O:63])=[O:62]. The catalyst is C(Cl)Cl. The yield is 0.130.